Task: Predict which catalyst facilitates the given reaction.. Dataset: Catalyst prediction with 721,799 reactions and 888 catalyst types from USPTO (1) Reactant: [CH3:1][C:2]1[N:3]=[C:4]([NH:7][C:8]2[CH:13]=[C:12]([S:14][C:15]3[CH:20]=[CH:19][CH:18]=[CH:17][CH:16]=3)[CH:11]=[CH:10][N:9]=2)[S:5][CH:6]=1.C1C=C(Cl)C=C(C(OO)=[O:29])C=1. Product: [CH3:1][C:2]1[N:3]=[C:4]([NH:7][C:8]2[CH:13]=[C:12]([S:14]([C:15]3[CH:16]=[CH:17][CH:18]=[CH:19][CH:20]=3)=[O:29])[CH:11]=[CH:10][N:9]=2)[S:5][CH:6]=1. The catalyst class is: 4. (2) Reactant: C(OC([N:11]1[CH2:15][CH2:14][C:13]([N:25]=[N+]=[N-])([C:16]2[CH:21]=[CH:20][CH:19]=[C:18]([CH:22]([CH3:24])[CH3:23])[CH:17]=2)[CH2:12]1)=O)C1C=CC=CC=1.[H][H]. Product: [CH:22]([C:18]1[CH:17]=[C:16]([C:13]2([NH2:25])[CH2:14][CH2:15][NH:11][CH2:12]2)[CH:21]=[CH:20][CH:19]=1)([CH3:24])[CH3:23]. The catalyst class is: 256. (3) Reactant: [CH3:1][C:2]1[S:6][C:5]([S:7](Cl)(=[O:9])=[O:8])=[CH:4][CH:3]=1.[NH2:11][C:12]1[C:16]([CH3:17])=[C:15]([CH3:18])[O:14][N:13]=1.CN(C1C=CC=CN=1)C.Cl. Product: [CH3:17][C:16]1[C:12]([NH:11][S:7]([C:5]2[S:6][C:2]([CH3:1])=[CH:3][CH:4]=2)(=[O:9])=[O:8])=[N:13][O:14][C:15]=1[CH3:18]. The catalyst class is: 202. (4) Reactant: [Cl:1][C:2]1[CH:30]=[CH:29][C:5]([CH2:6][C:7]2[N:8]=[C:9]([O:25][CH2:26][CH2:27][CH3:28])[C:10]3[N:15]=[C:14]([C:16]4[CH:21]=[C:20]([CH3:22])[C:19]([OH:23])=[C:18]([CH3:24])[CH:17]=4)[O:13][C:11]=3[N:12]=2)=[CH:4][CH:3]=1.[Br:31][CH2:32][CH2:33][CH2:34]Br.C(=O)([O-])[O-].[K+].[K+]. Product: [Br:31][CH2:32][CH2:33][CH2:34][O:23][C:19]1[C:18]([CH3:24])=[CH:17][C:16]([C:14]2[O:13][C:11]3[N:12]=[C:7]([CH2:6][C:5]4[CH:29]=[CH:30][C:2]([Cl:1])=[CH:3][CH:4]=4)[N:8]=[C:9]([O:25][CH2:26][CH2:27][CH3:28])[C:10]=3[N:15]=2)=[CH:21][C:20]=1[CH3:22]. The catalyst class is: 9. (5) Reactant: [OH:1][CH2:2][CH:3]([CH2:5][OH:6])[OH:4].[C:7]1(=[O:14])[O:13][C:11](=[O:12])[CH2:10][C:8]1=[CH2:9]. Product: [C:7]([OH:13])(=[O:14])[C:8]([CH2:10][C:11]([OH:1])=[O:12])=[CH2:9].[C:7]([OH:13])(=[O:14])[C:8]([CH2:10][C:11]([OH:1])=[O:12])=[CH2:9].[OH:1][CH2:2][CH:3]([CH2:5][OH:6])[OH:4]. The catalyst class is: 5. (6) Reactant: [C:1]([O:5][CH2:24][C:17](COC(=O)C=C)(COC[C:17]([CH2:30][O:31][C:32](=[O:35])[CH:33]=[CH2:34])([CH2:24]OC(=O)C=C)C[O:5][C:1](=[O:4])[CH:2]=[CH2:3])[CH2:30][O:31][C:32](=[O:35])[CH:33]=[CH2:34])(=[O:4])[CH:2]=[CH2:3].[CH2:42]1CCC(O)(C(C2C=CC=CC=2)=O)CC1. Product: [C:32]([O:31][CH2:30][CH2:17][CH2:24][CH3:42])(=[O:35])[CH:33]=[CH2:34].[C:1]([OH:5])(=[O:4])[CH:2]=[CH2:3]. The catalyst class is: 11. (7) Reactant: [CH3:1][C:2]1([CH3:23])[O:6][N:5]=[C:4]([C:7]2[CH2:8][N:9](/[N:14]=[CH:15]/[C:16]3[CH:17]=[N:18][CH:19]=[C:20]([F:22])[CH:21]=3)[C:10](=[O:13])[NH:11][N:12]=2)[CH2:3]1.[H-].[Na+].Br[CH2:27][C:28]#[N:29]. Product: [CH3:1][C:2]1([CH3:23])[O:6][N:5]=[C:4]([C:7]2[CH2:8][N:9](/[N:14]=[CH:15]/[C:16]3[CH:17]=[N:18][CH:19]=[C:20]([F:22])[CH:21]=3)[C:10](=[O:13])[N:11]([CH2:27][C:28]#[N:29])[N:12]=2)[CH2:3]1. The catalyst class is: 1. (8) Reactant: [O:1]=[C:2]1[NH:11][C:10]2[C:5](=[CH:6][CH:7]=[CH:8][CH:9]=2)[NH:4][C@@H:3]1[CH2:12][C:13]([O:15][CH3:16])=[O:14].C([O-])([O-])=O.[Cs+].[Cs+].Br[CH2:24][C:25]1[CH:30]=[CH:29][CH:28]=[CH:27][CH:26]=1.C([O-])(O)=O.[Na+]. Product: [CH2:24]([N:4]1[C:5]2[C:10](=[CH:9][CH:8]=[CH:7][CH:6]=2)[NH:11][C:2](=[O:1])[C@H:3]1[CH2:12][C:13]([O:15][CH3:16])=[O:14])[C:25]1[CH:30]=[CH:29][CH:28]=[CH:27][CH:26]=1. The catalyst class is: 3. (9) Reactant: C[O:2][C:3](=[O:37])[C:4]1[CH:9]=[C:8]([Cl:10])[C:7]([F:11])=[C:6]([CH2:12][NH:13][C:14]([C@@H:16]2[CH2:20][C@@H:19]([F:21])[CH2:18][N:17]2[C:22](=[O:36])[CH2:23][N:24]2[C:32]3[C:27](=[CH:28][CH:29]=[CH:30][CH:31]=3)[C:26]([C:33](=[O:35])[CH3:34])=[CH:25]2)=[O:15])[CH:5]=1.O[Li].O. Product: [C:33]([C:26]1[C:27]2[C:32](=[CH:31][CH:30]=[CH:29][CH:28]=2)[N:24]([CH2:23][C:22]([N:17]2[CH2:18][C@H:19]([F:21])[CH2:20][C@H:16]2[C:14]([NH:13][CH2:12][C:6]2[CH:5]=[C:4]([CH:9]=[C:8]([Cl:10])[C:7]=2[F:11])[C:3]([OH:37])=[O:2])=[O:15])=[O:36])[CH:25]=1)(=[O:35])[CH3:34]. The catalyst class is: 87. (10) Reactant: [CH3:1][N:2]1[CH:6]=[CH:5][N:4]=[CH:3]1.[F:7][C:8]([F:28])([F:27])[C:9]([F:26])([F:25])[C:10]([F:24])([F:23])[C:11]([F:22])([F:21])[C:12]([F:20])([F:19])[C:13]([F:18])([F:17])[CH2:14][CH2:15][I:16]. Product: [I-:16].[CH3:1][N+:2]1[CH:6]=[CH:5][N:4]([CH2:15][CH2:14][C:13]([F:17])([F:18])[C:12]([F:19])([F:20])[C:11]([F:21])([F:22])[C:10]([F:23])([F:24])[C:9]([F:26])([F:25])[C:8]([F:28])([F:27])[F:7])[CH:3]=1. The catalyst class is: 11.